Dataset: Reaction yield outcomes from USPTO patents with 853,638 reactions. Task: Predict the reaction yield, written as a fraction of the theoretical maximum amount of product (1.0 means a 100% yield; for example, 0.34 means a 34% yield). (1) The reactants are [OH:1][C:2]1[CH:3]=[C:4]([CH2:8][C:9]([OH:11])=[O:10])[CH:5]=[CH:6][CH:7]=1.[C:12](OC(O[C:12]([CH3:15])([CH3:14])[CH3:13])N(C)C)([CH3:15])([CH3:14])[CH3:13].C(OCC)(=O)C. The catalyst is C1(C)C=CC=CC=1.CCCCCC. The product is [C:12]([O:10][C:9](=[O:11])[CH2:8][C:4]1[CH:5]=[CH:6][CH:7]=[C:2]([OH:1])[CH:3]=1)([CH3:15])([CH3:14])[CH3:13]. The yield is 0.560. (2) The reactants are [H-].[Na+].[CH3:3][C:4]1[CH:9]=[C:8]([CH3:10])[CH:7]=[C:6]([CH3:11])[C:5]=1[OH:12].Cl[C:14]1[CH:19]=[CH:18][N:17]=[C:16]([NH:20][C:21]2[CH:28]=[CH:27][C:24]([C:25]#[N:26])=[CH:23][CH:22]=2)[N:15]=1.O. The catalyst is O1CCOCC1. The product is [CH3:3][C:4]1[CH:9]=[C:8]([CH3:10])[CH:7]=[C:6]([CH3:11])[C:5]=1[O:12][C:18]1[CH:19]=[CH:14][N:15]=[C:16]([NH:20][C:21]2[CH:28]=[CH:27][C:24]([C:25]#[N:26])=[CH:23][CH:22]=2)[N:17]=1. The yield is 0.894. (3) The reactants are [OH:1][CH2:2][C:3]1[CH:24]=[CH:23][C:6]([O:7][CH2:8][C:9]2[N:10]=[C:11]([C:15]3[CH:16]=[C:17]([CH:20]=[CH:21][CH:22]=3)[C:18]#[N:19])[O:12][C:13]=2[CH3:14])=[C:5]([O:25][CH3:26])[CH:4]=1.[CH:27]([Si:30](Cl)([CH:34]([CH3:36])[CH3:35])[CH:31]([CH3:33])[CH3:32])([CH3:29])[CH3:28].N1C=CN=C1.CN(C)C=O. The catalyst is O. The product is [CH3:26][O:25][C:5]1[CH:4]=[C:3]([CH2:2][O:1][Si:30]([CH:34]([CH3:36])[CH3:35])([CH:31]([CH3:33])[CH3:32])[CH:27]([CH3:29])[CH3:28])[CH:24]=[CH:23][C:6]=1[O:7][CH2:8][C:9]1[N:10]=[C:11]([C:15]2[CH:16]=[C:17]([CH:20]=[CH:21][CH:22]=2)[C:18]#[N:19])[O:12][C:13]=1[CH3:14]. The yield is 0.950. (4) The product is [Br:1][C:2]1[CH:3]=[C:4]([CH2:8][CH2:9][CH:10]([C:13]2[CH:14]=[CH:15][C:16]([C:17]([O:19][CH3:20])=[O:18])=[CH:21][CH:22]=2)[C:11](=[S:24])[NH2:12])[CH:5]=[CH:6][CH:7]=1. The yield is 0.730. The reactants are [Br:1][C:2]1[CH:3]=[C:4]([CH2:8][CH2:9][CH:10]([C:13]2[CH:22]=[CH:21][C:16]([C:17]([O:19][CH3:20])=[O:18])=[CH:15][CH:14]=2)[C:11]#[N:12])[CH:5]=[CH:6][CH:7]=1.P([S-])(OCC)(OCC)=[S:24]. The catalyst is C(OCC)(=O)C.Cl. (5) The yield is 0.980. The reactants are C(OC([N:11]1[CH2:16][CH2:15][CH:14]([CH2:17][O:18][C:19](=[O:46])[CH2:20][CH2:21][C:22]2[CH:27]=[CH:26][C:25]([C:28]([N:30]3[CH2:39][C:38]4[CH:37]=[N:36][N:35]([CH3:40])[C:34]=4[NH:33][C:32]4[CH:41]=[CH:42][CH:43]=[CH:44][C:31]3=4)=[O:29])=[CH:24][C:23]=2[CH3:45])[CH2:13][CH2:12]1)=O)C1C=CC=CC=1. The catalyst is CO.[Pd]. The product is [NH:11]1[CH2:16][CH2:15][CH:14]([CH2:17][O:18][C:19](=[O:46])[CH2:20][CH2:21][C:22]2[CH:27]=[CH:26][C:25]([C:28]([N:30]3[CH2:39][C:38]4[CH:37]=[N:36][N:35]([CH3:40])[C:34]=4[NH:33][C:32]4[CH:41]=[CH:42][CH:43]=[CH:44][C:31]3=4)=[O:29])=[CH:24][C:23]=2[CH3:45])[CH2:13][CH2:12]1. (6) The reactants are Cl[C:2]1[N:7]=[CH:6][N:5]=[C:4]2[C:8]3[C:9](=[N:11][C:12]([N:21]4[CH2:26][CH2:25][O:24][CH2:23][CH2:22]4)(N)[CH:13]4[CH2:17][CH2:16][C:15]([CH3:19])([CH3:18])[C:14]=34)[S:10][C:3]=12.[N:27]1([CH2:33][CH2:34][NH2:35])[CH2:32][CH2:31][O:30][CH2:29][CH2:28]1. The catalyst is C(O)C. The product is [CH3:18][C:15]1([CH3:19])[C:14]2=[C:8]3[C:4]4=[N:5][CH:6]=[N:7][C:2]([NH:35][CH2:34][CH2:33][N:27]5[CH2:32][CH2:31][O:30][CH2:29][CH2:28]5)=[C:3]4[S:10][C:9]3=[N:11][C:12]([N:21]3[CH2:26][CH2:25][O:24][CH2:23][CH2:22]3)=[C:13]2[CH2:17][CH2:16]1. The yield is 0.810. (7) The reactants are [CH3:1][C:2]1[C:10]2[N:9]=[C:8]([CH2:11][CH2:12][CH3:13])[N:7]([CH2:14][C:15]3[CH:32]=[CH:31][C:18]4/[C:19](=[CH:28]/[C:29]#[N:30])/[C:20]5[CH:27]=[CH:26][CH:25]=[CH:24][C:21]=5[CH2:22][CH2:23][C:17]=4[CH:16]=3)[C:6]=2[CH:5]=[C:4]([C:33]([NH:35][NH2:36])=[O:34])[CH:3]=1.[C:37](OCC)(OCC)(OCC)[CH3:38]. No catalyst specified. The product is [CH3:1][C:2]1[C:10]2[N:9]=[C:8]([CH2:11][CH2:12][CH3:13])[N:7]([CH2:14][C:15]3[CH:32]=[CH:31][C:18]4/[C:19](=[CH:28]/[C:29]#[N:30])/[C:20]5[CH:27]=[CH:26][CH:25]=[CH:24][C:21]=5[CH2:22][CH2:23][C:17]=4[CH:16]=3)[C:6]=2[CH:5]=[C:4]([C:33]2[O:34][C:37]([CH3:38])=[N:36][N:35]=2)[CH:3]=1. The yield is 0.620.